Dataset: Forward reaction prediction with 1.9M reactions from USPTO patents (1976-2016). Task: Predict the product of the given reaction. (1) Given the reactants CC1C=CC([O:8][S:9]([C:12]2[CH:13]=[C:14]([NH:18][S:19]([C:22]3[CH:31]=[C:30]4[C:25]([CH:26]=[CH:27][C:28]([NH:32][C:33]([NH:35][C:36]5[CH:45]=[C:44]6[C:39]([CH:40]=[CH:41][C:42]([S:46]([NH:49][C:50]7[CH:51]=[C:52]([S:56]([O:59]C8C=CC(C)=CC=8)(=[O:58])=[O:57])[CH:53]=[CH:54][CH:55]=7)(=[O:48])=[O:47])=[CH:43]6)=[CH:38][CH:37]=5)=[O:34])=[CH:29]4)=[CH:24][CH:23]=3)(=[O:21])=[O:20])[CH:15]=[CH:16][CH:17]=2)(=[O:11])=[O:10])=CC=1.[OH-].[Na+:68].Cl, predict the reaction product. The product is: [Na+:68].[Na+:68].[S:56]([C:52]1[CH:51]=[C:50]([NH:49][S:46]([C:42]2[CH:43]=[C:44]3[C:39]([CH:38]=[CH:37][C:36]([NH:35][C:33]([NH:32][C:28]4[CH:29]=[C:30]5[C:25]([CH:24]=[CH:23][C:22]([S:19]([NH:18][C:14]6[CH:13]=[C:12]([S:9]([O-:11])(=[O:8])=[O:10])[CH:17]=[CH:16][CH:15]=6)(=[O:21])=[O:20])=[CH:31]5)=[CH:26][CH:27]=4)=[O:34])=[CH:45]3)=[CH:40][CH:41]=2)(=[O:48])=[O:47])[CH:55]=[CH:54][CH:53]=1)([OH:59])(=[O:57])=[O:58].[S:56]([C:52]1[CH:51]=[C:50]([NH:49][S:46]([C:42]2[CH:43]=[C:44]3[C:39]([CH:38]=[CH:37][C:36]([NH:35][C:33]([NH:32][C:28]4[CH:29]=[C:30]5[C:25]([CH:24]=[CH:23][C:22]([S:19]([NH:18][C:14]6[CH:13]=[C:12]([S:9]([O-:11])(=[O:8])=[O:10])[CH:17]=[CH:16][CH:15]=6)(=[O:21])=[O:20])=[CH:31]5)=[CH:26][CH:27]=4)=[O:34])=[CH:45]3)=[CH:40][CH:41]=2)(=[O:48])=[O:47])[CH:55]=[CH:54][CH:53]=1)([OH:59])(=[O:57])=[O:58]. (2) The product is: [C:27]1([CH3:37])[CH:32]=[CH:31][C:30]([S:33]([N:6]2[CH2:7][CH2:8][C@@H:9]([C:10]3[CH:11]=[CH:12][CH:13]=[CH:14][CH:15]=3)[C@H:5]2[C:4]([OH:3])=[O:19])(=[O:35])=[O:34])=[CH:29][CH:28]=1. Given the reactants C([O:3][C:4](=[O:19])[C@@H:5]1[C@H:9]([C:10]2[CH:15]=[CH:14][CH:13]=[CH:12][CH:11]=2)[CH2:8][CH2:7][N:6]1C(=O)C)C.Cl.O1CCOCC1.[C:27]1([CH3:37])[CH:32]=[CH:31][C:30]([S:33](Cl)(=[O:35])=[O:34])=[CH:29][CH:28]=1, predict the reaction product. (3) Given the reactants C([O:3][C:4](=[O:25])[CH2:5][C:6]1([CH2:22][CH2:23][CH3:24])[C:11]2[NH:12][C:13]3[C:18]([C:10]=2[CH2:9][CH2:8][O:7]1)=[C:17]([C:19]#[N:20])[CH:16]=[CH:15][C:14]=3[CH3:21])C.[OH-].[Na+], predict the reaction product. The product is: [C:19]([C:17]1[CH:16]=[CH:15][C:14]([CH3:21])=[C:13]2[C:18]=1[C:10]1[CH2:9][CH2:8][O:7][C:6]([CH2:22][CH2:23][CH3:24])([CH2:5][C:4]([OH:25])=[O:3])[C:11]=1[NH:12]2)#[N:20].